Predict the product of the given reaction. From a dataset of Forward reaction prediction with 1.9M reactions from USPTO patents (1976-2016). (1) Given the reactants [Br:1][C:2]1[CH:3]=[CH:4][C:5]([C:8]2[CH2:12][C@@H:11]([CH2:13]Cl)[O:10][N:9]=2)=[N:6][CH:7]=1.[CH3:15][N:16]1[CH2:21][CH2:20][NH:19][CH2:18][CH2:17]1.CS(C)=O, predict the reaction product. The product is: [Br:1][C:2]1[CH:3]=[CH:4][C:5]([C:8]2[CH2:12][C@@H:11]([CH2:13][N:19]3[CH2:20][CH2:21][N:16]([CH3:15])[CH2:17][CH2:18]3)[O:10][N:9]=2)=[N:6][CH:7]=1. (2) Given the reactants [OH:1][CH:2]([C:10]1[CH:15]=[C:14]([I:16])[N:13]([CH2:17][C:18]#[CH:19])[C:12](=[O:20])[C:11]=1[CH3:21])[CH2:3][C:4]1[CH:9]=[CH:8][CH:7]=[CH:6][CH:5]=1.CCN(CC)CC.Br[Si:30]([CH2:37][CH2:38][C:39]([F:63])([F:62])[C:40]([F:61])([F:60])[C:41]([F:59])([F:58])[C:42]([F:57])([F:56])[C:43]([F:55])([F:54])[C:44]([F:53])([F:52])[C:45]([F:51])([F:50])[C:46]([F:49])([F:48])[F:47])([CH:34]([CH3:36])[CH3:35])[CH:31]([CH3:33])[CH3:32], predict the reaction product. The product is: [F:63][C:39]([F:62])([C:40]([F:60])([F:61])[C:41]([F:58])([F:59])[C:42]([F:56])([F:57])[C:43]([F:54])([F:55])[C:44]([F:52])([F:53])[C:45]([F:50])([F:51])[C:46]([F:47])([F:48])[F:49])[CH2:38][CH2:37][Si:30]([CH:34]([CH3:36])[CH3:35])([CH:31]([CH3:33])[CH3:32])[O:1][CH:2]([C:10]1[CH:15]=[C:14]([I:16])[N:13]([CH2:17][C:18]#[CH:19])[C:12](=[O:20])[C:11]=1[CH3:21])[CH2:3][C:4]1[CH:9]=[CH:8][CH:7]=[CH:6][CH:5]=1.